From a dataset of Catalyst prediction with 721,799 reactions and 888 catalyst types from USPTO. Predict which catalyst facilitates the given reaction. (1) Product: [F:17][C:15]1[CH:14]=[C:13]2[C:12](=[C:11]([CH:10]=[O:21])[CH:16]=1)[NH:18][CH:2]=[CH:1]2. The catalyst class is: 7. Reactant: [CH:1]([Mg]Br)=[CH2:2].C(O[CH:10]([O:21]CCCC)[C:11]1[CH:16]=[C:15]([F:17])[CH:14]=[CH:13][C:12]=1[N+:18]([O-])=O)CCC.[Cl-].[NH4+]. (2) Reactant: Br[CH2:2][C:3]([C:5]1[CH:10]=[CH:9][C:8]([Cl:11])=[CH:7][CH:6]=1)=O.C([O:14][C:15]([NH:17][NH2:18])=[S:16])C. Product: [Cl:11][C:8]1[CH:9]=[CH:10][C:5]([C:3]2[CH2:2][S:16][C:15](=[O:14])[NH:17][N:18]=2)=[CH:6][CH:7]=1. The catalyst class is: 10. (3) Reactant: [F:1][C:2]1[CH:7]=[CH:6][CH:5]=[CH:4][C:3]=1[C:8](=[O:11])[CH2:9][CH3:10].[N+:12]([O-])([OH:14])=[O:13]. Product: [F:1][C:2]1[CH:7]=[CH:6][C:5]([N+:12]([O-:14])=[O:13])=[CH:4][C:3]=1[C:8](=[O:11])[CH2:9][CH3:10]. The catalyst class is: 65. (4) Reactant: [F:1][C:2]([F:17])([CH2:10][CH2:11][C:12]([O:14]CC)=O)[CH2:3][CH2:4][C:5]([O:7][CH2:8][CH3:9])=[O:6].CC([O-])(C)C.[K+]. Product: [F:17][C:2]1([F:1])[CH2:3][CH:4]([C:5]([O:7][CH2:8][CH3:9])=[O:6])[C:12](=[O:14])[CH2:11][CH2:10]1. The catalyst class is: 11. (5) Reactant: [NH2:1][C@H:2]([CH:6]([CH3:8])[CH3:7])[C:3]([NH2:5])=[O:4].[Cl:9][C:10]1[N:15]=[C:14](Cl)[C:13]([Cl:17])=[CH:12][N:11]=1.C([O-])([O-])=O.[K+].[K+]. Product: [Cl:9][C:10]1[N:15]=[C:14]([NH:1][C@H:2]([CH:6]([CH3:8])[CH3:7])[C:3]([NH2:5])=[O:4])[C:13]([Cl:17])=[CH:12][N:11]=1. The catalyst class is: 85.